From a dataset of Forward reaction prediction with 1.9M reactions from USPTO patents (1976-2016). Predict the product of the given reaction. (1) Given the reactants [CH3:1][O:2][N:3]([CH3:8])[C:4](=[O:7])[CH:5]=[CH2:6].[C:9]([NH2:13])([CH3:12])([CH3:11])[CH3:10], predict the reaction product. The product is: [C:9]([NH:13][CH2:6][CH2:5][C:4]([N:3]([O:2][CH3:1])[CH3:8])=[O:7])([CH3:12])([CH3:11])[CH3:10]. (2) Given the reactants [F:1][C:2]1[C:3]([C:11]([F:14])([F:13])[F:12])=[C:4]([CH:8]=[CH:9][CH:10]=1)[C:5](Cl)=[O:6].[CH:15]1([CH2:18][CH2:19][NH:20][C:21]([C:23]2[N:24]=[N:25][C:26]([N:29]3[CH2:34][CH2:33][NH:32][CH2:31][CH2:30]3)=[CH:27][CH:28]=2)=[O:22])[CH2:17][CH2:16]1, predict the reaction product. The product is: [CH:15]1([CH2:18][CH2:19][NH:20][C:21]([C:23]2[N:24]=[N:25][C:26]([N:29]3[CH2:34][CH2:33][N:32]([C:5](=[O:6])[C:4]4[CH:8]=[CH:9][CH:10]=[C:2]([F:1])[C:3]=4[C:11]([F:14])([F:13])[F:12])[CH2:31][CH2:30]3)=[CH:27][CH:28]=2)=[O:22])[CH2:17][CH2:16]1. (3) Given the reactants [I:1][C:2]1[C:10]2[C:5](=[CH:6][CH:7]=[C:8]([C:11]([F:14])([F:13])[F:12])[CH:9]=2)[NH:4][N:3]=1.[CH3:15]C([O-])(C)C.[K+].IC, predict the reaction product. The product is: [I:1][C:2]1[C:10]2[C:5](=[CH:6][CH:7]=[C:8]([C:11]([F:13])([F:12])[F:14])[CH:9]=2)[N:4]([CH3:15])[N:3]=1. (4) Given the reactants Br[CH2:2][CH2:3][CH2:4][O:5][C:6]1[CH:11]=[CH:10][C:9]([CH2:12][CH:13]([O:17][CH3:18])[C:14]([OH:16])=[O:15])=[CH:8][C:7]=1[O:19][CH3:20].[CH2:21]([C:28]1[CH:33]=[CH:32][C:31]([OH:34])=[CH:30][CH:29]=1)[C:22]1[CH:27]=[CH:26][CH:25]=[CH:24][CH:23]=1, predict the reaction product. The product is: [CH2:21]([C:28]1[CH:29]=[CH:30][C:31]([O:34][CH2:2][CH2:3][CH2:4][O:5][C:6]2[CH:11]=[CH:10][C:9]([CH2:12][CH:13]([O:17][CH3:18])[C:14]([OH:16])=[O:15])=[CH:8][C:7]=2[O:19][CH3:20])=[CH:32][CH:33]=1)[C:22]1[CH:23]=[CH:24][CH:25]=[CH:26][CH:27]=1. (5) Given the reactants [CH2:1]([C:3]1[CH:8]=[CH:7][CH:6]=[C:5]([CH3:9])[C:4]=1[OH:10])[CH3:2].C1N2CN3CN(C2)CN1C3.[C:21](O)(=[O:23])C, predict the reaction product. The product is: [CH2:1]([C:3]1[CH:8]=[C:7]([CH:6]=[C:5]([CH3:9])[C:4]=1[OH:10])[CH:21]=[O:23])[CH3:2]. (6) Given the reactants Br[C:2]1[S:6][CH:5]=[N:4][C:3]=1[CH3:7].[CH2:8]([CH:10]([C:13]1[N:18]2[N:19]=[C:20]([CH3:23])[C:21](I)=[C:17]2[N:16]=[C:15]([CH3:24])[CH:14]=1)[CH2:11][CH3:12])[CH3:9], predict the reaction product. The product is: [CH2:8]([CH:10]([C:13]1[N:18]2[N:19]=[C:20]([CH3:23])[C:21]([C:2]3[S:6][CH:5]=[N:4][C:3]=3[CH3:7])=[C:17]2[N:16]=[C:15]([CH3:24])[CH:14]=1)[CH2:11][CH3:12])[CH3:9].